This data is from Catalyst prediction with 721,799 reactions and 888 catalyst types from USPTO. The task is: Predict which catalyst facilitates the given reaction. (1) Reactant: [N+:1]([C:4]1[S:8][C:7]([C:9]([OH:11])=O)=[CH:6][CH:5]=1)([O-:3])=[O:2].CCN=C=N[CH2:17][CH2:18][CH2:19][N:20](C)C.C1C=CC2N([OH:32])N=NC=2C=1.N[C:34]12[C:52]3[C:47](=[CH:48][CH:49]=[CH:50][CH:51]=3)[C:46](=[O:53])C1(O)C1[C:41]([O:42]2)=[CH:40][C:39]([CH:43]([CH3:45])[CH3:44])=[CH:38]C=1. Product: [OH:32][C:34]12[C:52]3[C:47](=[CH:48][CH:49]=[CH:50][CH:51]=3)[C:46](=[O:53])[C:19]1([NH:20][C:9]([C:7]1[S:8][C:4]([N+:1]([O-:3])=[O:2])=[CH:5][CH:6]=1)=[O:11])[C:18]1[CH:17]=[CH:38][C:39]([CH:43]([CH3:45])[CH3:44])=[CH:40][C:41]=1[O:42]2. The catalyst class is: 59. (2) The catalyst class is: 94. Product: [C:1]1([C@@H:13]2[CH2:17][NH:16][C:15](=[O:19])[C@H:14]2[C:20]2[C:28]3[C:23](=[CH:24][CH:25]=[CH:26][CH:27]=3)[NH:22][CH:21]=2)[C:11]2=[C:12]3[C:7](=[CH:8][CH:9]=[CH:10]2)[CH2:6][CH2:5][CH2:4][N:3]3[CH:2]=1.[C:29]1([C@H:41]2[C@H:45]([C:46]3[C:54]4[C:49](=[CH:50][CH:51]=[CH:52][CH:53]=4)[NH:48][CH:47]=3)[CH2:44][NH:43][C:42]2=[O:56])[C:39]2=[C:40]3[C:35](=[CH:36][CH:37]=[CH:38]2)[CH2:34][CH2:33][CH2:32][N:31]3[CH:30]=1. Reactant: [C:1]1([C@@H:13]2[C:17](=S)[NH:16][C:15](=[O:19])[C@H:14]2[C:20]2[C:28]3[C:23](=[CH:24][CH:25]=[CH:26][CH:27]=3)[NH:22][CH:21]=2)[C:11]2=[C:12]3[C:7](=[CH:8][CH:9]=[CH:10]2)[CH2:6][CH2:5][CH2:4][N:3]3[CH:2]=1.[C:29]1([C@H:41]2[C@H:45]([C:46]3[C:54]4[C:49](=[CH:50][CH:51]=[CH:52][CH:53]=4)[NH:48][CH:47]=3)[C:44](=S)[NH:43][C:42]2=[O:56])[C:39]2=[C:40]3[C:35](=[CH:36][CH:37]=[CH:38]2)[CH2:34][CH2:33][CH2:32][N:31]3[CH:30]=1. (3) Reactant: C(O[C:4]([C:6]1[C:7](=[O:23])[NH:8][C:9]2[C:14]([C:15]=1[C:16]1[CH:21]=[CH:20][CH:19]=[CH:18][CH:17]=1)=[CH:13][C:12](Cl)=[CH:11][CH:10]=2)=[O:5])C.Cl.[O:25]1[CH2:30]COCC1. Product: [CH3:14][C:9]1[CH:10]=[C:4]([C:6]2[C:7](=[O:23])[NH:8][C:9]3[C:14]([C:15]=2[C:16]2[CH:17]=[CH:18][CH:19]=[CH:20][CH:21]=2)=[CH:13][C:12]([CH:30]=[O:25])=[CH:11][CH:10]=3)[O:5][N:8]=1. The catalyst class is: 6. (4) Reactant: C([O:8][CH2:9][C:10]([C:13]1[NH:17][C:16](=[O:18])[N:15]([C:19]2[CH:24]=[CH:23][C:22]([O:25][C:26]3[CH:31]=[CH:30][N:29]=[C:28]([C:32]4[CH:33]=[N:34][N:35]([CH3:37])[CH:36]=4)[CH:27]=3)=[C:21]([CH3:38])[N:20]=2)[N:14]=1)([CH3:12])[CH3:11])C1C=CC=CC=1.C(O)=O. Product: [OH:8][CH2:9][C:10]([C:13]1[NH:17][C:16](=[O:18])[N:15]([C:19]2[CH:24]=[CH:23][C:22]([O:25][C:26]3[CH:31]=[CH:30][N:29]=[C:28]([C:32]4[CH:33]=[N:34][N:35]([CH3:37])[CH:36]=4)[CH:27]=3)=[C:21]([CH3:38])[N:20]=2)[N:14]=1)([CH3:12])[CH3:11]. The catalyst class is: 99. (5) Reactant: [F:1][C:2]([F:15])([F:14])[S:3]([O:6]S(C(F)(F)F)(=O)=O)(=[O:5])=[O:4].O[C:17]1[CH:18]=[CH:19][C:20]([C:23]2[N:27]([C:28]3[CH:29]=[N:30][CH:31]=[CH:32][CH:33]=3)[N:26]=[C:25]([C:34]([O:36][CH2:37][CH3:38])=[O:35])[CH:24]=2)=[N:21][CH:22]=1.O.C(Cl)(Cl)Cl. Product: [N:30]1[CH:31]=[CH:32][CH:33]=[C:28]([N:27]2[C:23]([C:20]3[CH:19]=[CH:18][C:17]([O:6][S:3]([C:2]([F:15])([F:14])[F:1])(=[O:5])=[O:4])=[CH:22][N:21]=3)=[CH:24][C:25]([C:34]([O:36][CH2:37][CH3:38])=[O:35])=[N:26]2)[CH:29]=1. The catalyst class is: 272. (6) Reactant: [OH:1][CH2:2][C:3]([NH:6][C:7]([C:9]1[C:10]2[CH2:11][C@H:12]3[CH2:24][C@H:13]3[C:14]=2[N:15]([C:17]2[CH:22]=[CH:21][C:20](Br)=[CH:19][N:18]=2)[N:16]=1)=[O:8])([CH3:5])[CH3:4].[CH:25]1(B(O)O)[CH2:27][CH2:26]1.P([O-])([O-])([O-])=O.[K+].[K+].[K+].C1(P(C2CCCCC2)C2CCCCC2)CCCCC1. Product: [OH:1][CH2:2][C:3]([NH:6][C:7]([C:9]1[C:10]2[CH2:11][C@H:12]3[CH2:24][C@H:13]3[C:14]=2[N:15]([C:17]2[CH:22]=[CH:21][C:20]([CH:25]3[CH2:27][CH2:26]3)=[CH:19][N:18]=2)[N:16]=1)=[O:8])([CH3:5])[CH3:4]. The catalyst class is: 498.